Dataset: Forward reaction prediction with 1.9M reactions from USPTO patents (1976-2016). Task: Predict the product of the given reaction. Given the reactants [N+:1]([C:4]1[CH:15]=[CH:14][C:7]([O:8][CH2:9][C:10]([NH:12][NH2:13])=[O:11])=[CH:6][CH:5]=1)([O-:3])=[O:2].[CH3:16]S(O)(=O)=O.C(OCC)(OCC)OCC.O1CCCC1, predict the reaction product. The product is: [N+:1]([C:4]1[CH:15]=[CH:14][C:7]([O:8][CH2:9][C:10]2[O:11][CH:16]=[N:13][N:12]=2)=[CH:6][CH:5]=1)([O-:3])=[O:2].